From a dataset of Reaction yield outcomes from USPTO patents with 853,638 reactions. Predict the reaction yield, written as a fraction of the theoretical maximum amount of product (1.0 means a 100% yield; for example, 0.34 means a 34% yield). (1) The reactants are [N+:1]([C:4]1[CH:5]=[C:6]([CH2:14][OH:15])[CH:7]=[CH:8][C:9]=1NCCC)([O-:3])=[O:2].N1[CH:20]=[CH:19][N:18]=C1.[Si:21](Cl)([C:24]([CH3:27])([CH3:26])[CH3:25])([CH3:23])[CH3:22].[CH3:29]N(C=O)C. The catalyst is C(OCC)(=O)C. The product is [N+:1]([C:4]1[CH:5]=[C:6]([CH2:14][O:15][Si:21]([CH3:23])([CH3:22])[C:24]([CH3:27])([CH3:26])[CH3:25])[CH:7]=[CH:8][C:9]=1[CH2:29][CH2:20][CH2:19][NH2:18])([O-:3])=[O:2]. The yield is 0.350. (2) The reactants are [NH2:1][C@H:2](C(N)=O)[CH2:3][C:4]1C=CC(O)=C[CH:5]=1.Cl.C([N:17]([CH2:20]C)[CH2:18][CH3:19])C.FC(F)(F)C(OC1C(F)=C(F)C(F)=C(F)C=1F)=O. No catalyst specified. The product is [N:17]1[C:18]2[CH:19]=[CH:5][CH:4]=[CH:3][C:2]=2[NH:1][CH:20]=1. The yield is 0.500. (3) The reactants are [CH:1]1([C@@H:6]2[NH:11][C:10](=[O:12])[C@H:9]([CH2:13][CH:14]([CH3:16])[CH3:15])[NH:8][CH2:7]2)[CH2:5][CH2:4][CH2:3][CH2:2]1.[F:17][C:18]1[CH:23]=[CH:22][C:21]([C:24]2[O:28][N:27]=[C:26]([CH:29]=O)[CH:25]=2)=[CH:20][CH:19]=1.C([C@@H]1N(CC2C=C(C3C=CC=CC=3)ON=2)C[C@H](CC(C)C)NC1=O)C(C)C. No catalyst specified. The product is [CH:1]1([C@@H:6]2[NH:11][C:10](=[O:12])[C@H:9]([CH2:13][CH:14]([CH3:16])[CH3:15])[N:8]([CH2:29][C:26]3[CH:25]=[C:24]([C:21]4[CH:22]=[CH:23][C:18]([F:17])=[CH:19][CH:20]=4)[O:28][N:27]=3)[CH2:7]2)[CH2:2][CH2:3][CH2:4][CH2:5]1. The yield is 0.610. (4) The reactants are P(Cl)(Cl)(Cl)=O.[CH2:6]1[C:12]2[CH:13]=[CH:14][CH:15]=[CH:16][C:11]=2[CH2:10][CH2:9][CH2:8][N:7]1[C:17](=O)[CH3:18].[NH2:20][C:21]1[CH:28]=[CH:27][CH:26]=[C:25]([Cl:29])[C:22]=1[C:23]#[N:24].C(=O)(O)[O-].[Na+]. The catalyst is ClCCl.O. The product is [Cl:29][C:25]1[CH:26]=[CH:27][CH:28]=[C:21]([N:20]=[C:17]([N:7]2[CH2:8][CH2:9][CH2:10][C:11]3[CH:16]=[CH:15][CH:14]=[CH:13][C:12]=3[CH2:6]2)[CH3:18])[C:22]=1[C:23]#[N:24]. The yield is 0.637. (5) The reactants are [Br:1][C:2]1[CH:11]=[CH:10][C:5]([C:6]([O:8]C)=O)=[CH:4][C:3]=1[CH3:12].[Cl-].[Na+].[CH2:15]([Mg]Br)[CH3:16].Cl.O1CC[CH2:22][CH2:21]1. The catalyst is C(OCC)C. The product is [Br:1][C:2]1[CH:11]=[CH:10][C:5]([C:6]([OH:8])([CH2:15][CH3:16])[CH2:21][CH3:22])=[CH:4][C:3]=1[CH3:12]. The yield is 0.670. (6) The reactants are [Br:1][C:2]1[S:14][C:13]2[C:12]3[CH:11]=[CH:10][C:9]([C:15]([O:17]C)=[O:16])=[CH:8][C:7]=3[NH:6][C:5](=[O:19])[C:4]=2[CH:3]=1.CO.C1COCC1.O.[Li+].[OH-].Cl. The catalyst is O. The product is [Br:1][C:2]1[S:14][C:13]2[C:12]3[CH:11]=[CH:10][C:9]([C:15]([OH:17])=[O:16])=[CH:8][C:7]=3[NH:6][C:5](=[O:19])[C:4]=2[CH:3]=1. The yield is 0.130.